Dataset: Reaction yield outcomes from USPTO patents with 853,638 reactions. Task: Predict the reaction yield, written as a fraction of the theoretical maximum amount of product (1.0 means a 100% yield; for example, 0.34 means a 34% yield). (1) The reactants are [CH3:1][C:2]([NH2:5])([CH3:4])[CH3:3].CCN(CC)CC.[Br:13][C:14]1[CH:15]=[CH:16][C:17]([CH3:24])=[C:18]([S:20](Cl)(=[O:22])=[O:21])[CH:19]=1. The catalyst is ClCCl. The product is [Br:13][C:14]1[CH:15]=[CH:16][C:17]([CH3:24])=[C:18]([S:20]([NH:5][C:2]([CH3:4])([CH3:3])[CH3:1])(=[O:22])=[O:21])[CH:19]=1. The yield is 0.770. (2) The reactants are Br[C:2]1[CH:3]=[N:4][N:5]([CH3:19])[C:6]=1[CH:7]1[CH2:11][CH2:10][N:9]([C:12]([O:14][C:15]([CH3:18])([CH3:17])[CH3:16])=[O:13])[CH2:8]1.[CH3:20][C:21]1[N:25]=[C:24]([C:26]2[N:27]=[C:28]3[N:38]([CH:39]=2)[CH2:37][CH2:36][O:35][C:34]2[C:29]3=[CH:30][CH:31]=[C:32](B3OC(C)(C)C(C)(C)O3)[CH:33]=2)[N:23]([CH:49]([CH3:51])[CH3:50])[N:22]=1.C([O-])([O-])=O.[Na+].[Na+]. The catalyst is O1CCOCC1.C1C=CC(P(C2C=CC=CC=2)[C-]2C=CC=C2)=CC=1.C1C=CC(P(C2C=CC=CC=2)[C-]2C=CC=C2)=CC=1.Cl[Pd]Cl.[Fe+2]. The product is [C:15]([O:14]1[CH2:8][CH:7]([C:6]2[N:5]([CH3:19])[N:4]=[CH:3][C:2]=2[C:32]2[CH:33]=[C:34]3[C:29](=[CH:30][CH:31]=2)[C:28]2[N:38]([CH:39]=[C:26]([C:24]4[N:23]([CH:49]([CH3:50])[CH3:51])[N:22]=[C:21]([CH3:20])[N:25]=4)[N:27]=2)[CH2:37][CH2:36][O:35]3)[CH2:11][CH2:10][NH:9][C:12]1=[O:13])([CH3:18])([CH3:17])[CH3:16]. The yield is 0.460. (3) The reactants are [Na:1].[CH3:2][C:3]1[C:4]([CH2:21][S:22]([C:24]2[NH:28][C:27]3[CH:29]=[CH:30][CH:31]=[CH:32][C:26]=3[N:25]=2)=[O:23])=[N:5][CH:6]=[CH:7][C:8]=1[O:9][CH2:10][CH2:11][C:12]1([CH2:18]CC)[O:17][CH2:16][CH2:15][CH2:14][O:13]1.CC1(CCO)OCCCO1. No catalyst specified. The product is [Na:1].[CH3:2][C:3]1[C:4]([CH2:21][S:22]([C:24]2[NH:25][C:26]3[CH:32]=[CH:31][CH:30]=[CH:29][C:27]=3[N:28]=2)=[O:23])=[N:5][CH:6]=[CH:7][C:8]=1[O:9][CH2:10][CH2:11][C:12]1([CH3:18])[O:17][CH2:16][CH2:15][CH2:14][O:13]1. The yield is 0.0250. (4) The reactants are [N:1]1[CH:6]=[CH:5][CH:4]=[CH:3][C:2]=1[C:7]1[C:11]([CH2:12][O:13][C:14]2[CH:22]=[CH:21][C:17]([C:18]([OH:20])=O)=[CH:16][N:15]=2)=[CH:10][O:9][N:8]=1.[F:23][C:24]([F:28])([F:27])[CH2:25][NH2:26]. No catalyst specified. The product is [N:1]1[CH:6]=[CH:5][CH:4]=[CH:3][C:2]=1[C:7]1[C:11]([CH2:12][O:13][C:14]2[CH:22]=[CH:21][C:17]([C:18]([NH:26][CH2:25][C:24]([F:28])([F:27])[F:23])=[O:20])=[CH:16][N:15]=2)=[CH:10][O:9][N:8]=1. The yield is 0.650. (5) The reactants are [O:1]1[CH2:6][CH2:5][CH2:4][CH:3]([C:7]([OH:9])=[O:8])[CH2:2]1.C(Cl)(=O)C(Cl)=O.[CH2:16](O)[C:17]1[CH:22]=[CH:21][CH:20]=[CH:19][CH:18]=1. The catalyst is ClCCl.CN(C)C=O. The product is [CH2:16]([O:8][C:7]([CH:3]1[CH2:4][CH2:5][CH2:6][O:1][CH2:2]1)=[O:9])[C:17]1[CH:22]=[CH:21][CH:20]=[CH:19][CH:18]=1. The yield is 0.960. (6) The reactants are [N+:1]([C:4]1[CH:5]=[C:6]([CH:8]=[CH:9][CH:10]=1)[NH2:7])([O-:3])=[O:2].[F:11][C:12]([F:25])([O:16][C:17]1[CH:18]=[C:19]([CH:22]=[CH:23][CH:24]=1)[CH:20]=O)[CH:13]([F:15])[F:14].C(O)(=O)C.[BH-](OC(C)=O)(OC(C)=O)OC(C)=O.[Na+]. The catalyst is ClC(Cl)C. The product is [N+:1]([C:4]1[CH:5]=[C:6]([NH:7][CH2:20][C:19]2[CH:22]=[CH:23][CH:24]=[C:17]([O:16][C:12]([F:11])([F:25])[CH:13]([F:14])[F:15])[CH:18]=2)[CH:8]=[CH:9][CH:10]=1)([O-:3])=[O:2]. The yield is 0.700. (7) The reactants are [Br:1][C:2]1[CH:3]=[C:4]2[C:15]3([CH2:17][O:16]3)[C:14]3[CH:13]=[C:12]([Cl:18])[N:11]=[C:10]([F:19])[C:9]=3[O:8][C:5]2=[CH:6][CH:7]=1.[N:20]([Si](C)(C)C)=[N+:21]=[N-:22]. The catalyst is CN(C=O)C.CCOC(C)=O.O. The product is [N:20]([C:15]1([CH2:17][OH:16])[C:14]2[CH:13]=[C:12]([Cl:18])[N:11]=[C:10]([F:19])[C:9]=2[O:8][C:5]2[C:4]1=[CH:3][C:2]([Br:1])=[CH:7][CH:6]=2)=[N+:21]=[N-:22]. The yield is 0.990.